This data is from Catalyst prediction with 721,799 reactions and 888 catalyst types from USPTO. The task is: Predict which catalyst facilitates the given reaction. (1) Reactant: [O:1]1[C:5]2[CH:6]=[CH:7][C:8]([C:10]3[S:11][CH:12]=[C:13]([C:15]([OH:17])=O)[N:14]=3)=[CH:9][C:4]=2[CH2:3][CH2:2]1.[CH3:18][N:19]1[CH2:24][CH2:23][N:22]([C:25]2[S:29][C:28]([NH2:30])=[N:27][N:26]=2)[CH2:21][CH2:20]1.CN(C(ON1N=NC2C=CC=CC1=2)=[N+](C)C)C.F[P-](F)(F)(F)(F)F. Product: [O:1]1[C:5]2[CH:6]=[CH:7][C:8]([C:10]3[S:11][CH:12]=[C:13]([C:15]([NH:30][C:28]4[S:29][C:25]([N:22]5[CH2:23][CH2:24][N:19]([CH3:18])[CH2:20][CH2:21]5)=[N:26][N:27]=4)=[O:17])[N:14]=3)=[CH:9][C:4]=2[CH2:3][CH2:2]1. The catalyst class is: 17. (2) Reactant: [OH:1][N:2]=[C:3]([C:5]1[CH:6]=[CH:7][C:8]([CH3:23])=[C:9]([NH:11][C:12]([C:14]2[N:18]3[CH:19]=[CH:20][CH:21]=[CH:22][C:17]3=[N:16][CH:15]=2)=[O:13])[CH:10]=1)[NH2:4].[Cl:24][CH2:25][C:26](OC(=O)CCl)=O. Product: [Cl:24][CH2:25][C:26]1[O:1][N:2]=[C:3]([C:5]2[CH:6]=[CH:7][C:8]([CH3:23])=[C:9]([NH:11][C:12]([C:14]3[N:18]4[CH:19]=[CH:20][CH:21]=[CH:22][C:17]4=[N:16][CH:15]=3)=[O:13])[CH:10]=2)[N:4]=1. The catalyst class is: 179.